This data is from Catalyst prediction with 721,799 reactions and 888 catalyst types from USPTO. The task is: Predict which catalyst facilitates the given reaction. (1) Reactant: [NH2:1][C:2](=[N:23][OH:24])[C:3]1[CH:8]=[CH:7][N:6]=[C:5]([N:9]2[CH2:14][CH2:13][N:12]([C:15]([O:17][CH2:18][C:19]([CH3:22])([CH3:21])[CH3:20])=[O:16])[CH2:11][CH2:10]2)[CH:4]=1.[CH3:25][O:26][CH2:27]C(Cl)=O. Product: [CH3:25][O:26][C:27]1[O:24][N:23]=[C:2]([C:3]2[CH:8]=[CH:7][N:6]=[C:5]([N:9]3[CH2:14][CH2:13][N:12]([C:15]([O:17][CH2:18][C:19]([CH3:20])([CH3:21])[CH3:22])=[O:16])[CH2:11][CH2:10]3)[CH:4]=2)[N:1]=1. The catalyst class is: 300. (2) Reactant: O[CH2:2][C:3]1[CH:12]=[CH:11][C:10]2[C:5](=[CH:6][C:7]3[CH2:32][C@:14]4([C:22]5[C:17](=[N:18][CH:19]=[CH:20][CH:21]=5)[N:16]([CH2:23][O:24][CH2:25][CH2:26][Si:27]([CH3:30])([CH3:29])[CH3:28])[C:15]4=[O:31])[CH2:13][C:8]=3[CH:9]=2)[N:4]=1.S(Cl)([Cl:35])=O. The catalyst class is: 2. Product: [Cl:35][CH2:2][C:3]1[CH:12]=[CH:11][C:10]2[C:5](=[CH:6][C:7]3[CH2:32][C@:14]4([C:22]5[C:17](=[N:18][CH:19]=[CH:20][CH:21]=5)[N:16]([CH2:23][O:24][CH2:25][CH2:26][Si:27]([CH3:30])([CH3:29])[CH3:28])[C:15]4=[O:31])[CH2:13][C:8]=3[CH:9]=2)[N:4]=1. (3) Reactant: C(OC([N:8]1[CH2:13][CH2:12][N:11]([C:14]2[CH:19]=[CH:18][C:17]([CH:20]3[CH2:22][CH2:21]3)=[CH:16][C:15]=2[CH:23]2[CH2:25][CH2:24]2)[CH2:10][CH2:9]1)=O)(C)(C)C.Cl.O1CCOCC1.C(OCC)C. Product: [CH:23]1([C:15]2[CH:16]=[C:17]([CH:20]3[CH2:22][CH2:21]3)[CH:18]=[CH:19][C:14]=2[N:11]2[CH2:10][CH2:9][NH:8][CH2:13][CH2:12]2)[CH2:24][CH2:25]1. The catalyst class is: 4. (4) Reactant: [C:1]([O:8][CH3:9])(=[O:7])[CH2:2][C:3]([O:5][CH3:6])=[O:4].[H-].[Na+].F[C:13]1[CH:18]=[CH:17][C:16]([C:19]2[CH:24]=[CH:23][CH:22]=[C:21]([NH:25][C:26](=[O:31])[C:27]([F:30])([F:29])[F:28])[CH:20]=2)=[CH:15][C:14]=1[N+:32]([O-:34])=[O:33].CCCCCC. Product: [N+:32]([C:14]1[CH:15]=[C:16]([C:19]2[CH:24]=[CH:23][CH:22]=[C:21]([NH:25][C:26](=[O:31])[C:27]([F:28])([F:29])[F:30])[CH:20]=2)[CH:17]=[CH:18][C:13]=1[CH:2]([C:1]([O:8][CH3:9])=[O:7])[C:3]([O:5][CH3:6])=[O:4])([O-:34])=[O:33]. The catalyst class is: 16. (5) Reactant: Cl[C:2]1[N:7]=[C:6]([NH2:8])[N:5]=[C:4]([NH:9][CH2:10][CH2:11][C:12]2[CH:17]=[CH:16][C:15]([Cl:18])=[CH:14][CH:13]=2)[CH:3]=1.[N:19]1[C:28]2[C:23](=[C:24](B(O)O)[CH:25]=[CH:26][CH:27]=2)[CH:22]=[CH:21][CH:20]=1.C(=O)([O-])[O-].[K+].[K+]. Product: [Cl:18][C:15]1[CH:16]=[CH:17][C:12]([CH2:11][CH2:10][NH:9][C:4]2[CH:3]=[C:2]([C:24]3[CH:25]=[CH:26][CH:27]=[C:28]4[C:23]=3[CH:22]=[CH:21][CH:20]=[N:19]4)[N:7]=[C:6]([NH2:8])[N:5]=2)=[CH:13][CH:14]=1. The catalyst class is: 38.